This data is from Forward reaction prediction with 1.9M reactions from USPTO patents (1976-2016). The task is: Predict the product of the given reaction. Given the reactants C([C:3]1[Se:7][CH:6]=[CH:5][CH:4]=1)=O.[Cl-].[Al+3].[Cl-].[Cl-].[Br:12]Br.[CH:14](OC)([O:17][CH3:18])[O:15][CH3:16].[NH4+].[Cl-], predict the reaction product. The product is: [Br:12][C:4]1[CH:5]=[C:6]([CH:14]([O:17][CH3:18])[O:15][CH3:16])[Se:7][CH:3]=1.